This data is from Reaction yield outcomes from USPTO patents with 853,638 reactions. The task is: Predict the reaction yield, written as a fraction of the theoretical maximum amount of product (1.0 means a 100% yield; for example, 0.34 means a 34% yield). (1) The reactants are [NH:1]1[CH2:6][CH2:5][CH2:4][CH2:3][CH:2]1[C:7]([O:9][CH2:10][CH3:11])=[O:8].C(N(CC)CC)C.[C:19]1([CH2:25][S:26](Cl)(=[O:28])=[O:27])[CH:24]=[CH:23][CH:22]=[CH:21][CH:20]=1. The catalyst is CN(C=O)C. The product is [CH2:25]([S:26]([N:1]1[CH2:6][CH2:5][CH2:4][CH2:3][CH:2]1[C:7]([O:9][CH2:10][CH3:11])=[O:8])(=[O:28])=[O:27])[C:19]1[CH:24]=[CH:23][CH:22]=[CH:21][CH:20]=1. The yield is 0.860. (2) The reactants are [C:1]([C:4]1[CH:5]=[C:6]([NH:10][C:11](=[O:15])[CH:12](Br)[CH3:13])[CH:7]=[CH:8][CH:9]=1)(=[O:3])[CH3:2].[N-:16]=[N+:17]=[N-:18].[Na+]. The catalyst is CN(C=O)C.O. The product is [C:1]([C:4]1[CH:5]=[C:6]([NH:10][C:11](=[O:15])[CH:12]([N:16]=[N+:17]=[N-:18])[CH3:13])[CH:7]=[CH:8][CH:9]=1)(=[O:3])[CH3:2]. The yield is 0.500. (3) The reactants are [F:1][C:2]1[CH:15]=[CH:14][C:5]([CH2:6][S:7]([CH2:10][C:11](O)=O)(=[O:9])=[O:8])=[CH:4][CH:3]=1.[F:16][C:17]1[CH:24]=[CH:23][C:20](C=O)=[CH:19][CH:18]=1. No catalyst specified. The product is [F:1][C:2]1[CH:15]=[CH:14][C:5]([CH2:6][S:7](/[CH:10]=[CH:11]/[C:20]2[CH:23]=[CH:24][C:17]([F:16])=[CH:18][CH:19]=2)(=[O:9])=[O:8])=[CH:4][CH:3]=1. The yield is 0.730. (4) The product is [CH2:24]([O:26]/[N:27]=[C:21](/[C:18]1[CH:19]=[CH:20][C:15]2[N:16]([C:12]([CH2:11][C:7]3[CH:6]=[C:5]4[C:10](=[CH:9][CH:8]=3)[N:1]=[CH:2][CH:3]=[CH:4]4)=[N:13][N:14]=2)[N:17]=1)\[CH3:22])[CH3:25]. The yield is 0.461. The reactants are [N:1]1[C:10]2[C:5](=[CH:6][C:7]([CH2:11][C:12]3[N:16]4[N:17]=[C:18]([C:21](=O)[CH3:22])[CH:19]=[CH:20][C:15]4=[N:14][N:13]=3)=[CH:8][CH:9]=2)[CH:4]=[CH:3][CH:2]=1.[CH2:24]([O:26][NH2:27])[CH3:25]. The catalyst is CO. (5) The reactants are [BH4-].[Na+].C([O:5][C:6]([C:8]1[CH:12]=[C:11]([CH2:13][NH:14][C:15]([O:17][C:18]([CH3:21])([CH3:20])[CH3:19])=[O:16])[O:10][N:9]=1)=O)C. The catalyst is C(O)C. The product is [OH:5][CH2:6][C:8]1[CH:12]=[C:11]([CH2:13][NH:14][C:15]([O:17][C:18]([CH3:21])([CH3:20])[CH3:19])=[O:16])[O:10][N:9]=1. The yield is 0.910. (6) The reactants are Cl[C:2]1[C:7]([N+:8]([O-:10])=[O:9])=[CH:6][CH:5]=[C:4]([O:11][CH3:12])[N:3]=1.O1CCOCC1.[CH3:19][NH:20][CH2:21][CH2:22][OH:23]. The catalyst is O. The product is [CH3:12][O:11][C:4]1[N:3]=[C:2]([CH2:19][NH:20][CH2:21][CH2:22][OH:23])[C:7]([N+:8]([O-:10])=[O:9])=[CH:6][CH:5]=1. The yield is 0.700.